From a dataset of Full USPTO retrosynthesis dataset with 1.9M reactions from patents (1976-2016). Predict the reactants needed to synthesize the given product. (1) Given the product [CH2:2]1[C:6]2([CH2:7][CH2:8][N:9]([CH2:39][C@@H:37]([C:28]3[CH:29]=[CH:30][C:31]4[C:32](=[O:36])[O:33][CH2:34][C:35]=4[C:27]=3[CH3:26])[OH:38])[CH2:10][CH2:11]2)[CH2:5][CH2:4][N:3]1[CH2:12][C@@H:13]([C:15]1[CH:24]=[CH:23][C:18]2[C:19](=[O:22])[O:20][CH2:21][C:17]=2[C:16]=1[CH3:25])[OH:14], predict the reactants needed to synthesize it. The reactants are: Cl.[CH2:2]1[C:6]2([CH2:11][CH2:10][NH:9][CH2:8][CH2:7]2)[CH2:5][CH2:4][N:3]1[CH2:12][C@@H:13]([C:15]1[CH:24]=[CH:23][C:18]2[C:19](=[O:22])[O:20][CH2:21][C:17]=2[C:16]=1[CH3:25])[OH:14].[CH3:26][C:27]1[C:35]2[CH2:34][O:33][C:32](=[O:36])[C:31]=2[CH:30]=[CH:29][C:28]=1[C@@H:37]1[CH2:39][O:38]1. (2) Given the product [Br:26][C:13]1[C:11]2[N:12]=[C:8]([NH2:7])[S:9][C:10]=2[CH:16]=[C:15]([CH2:17][C:19]2[CH:24]=[CH:23][C:22]([F:25])=[CH:21][CH:20]=2)[CH:14]=1, predict the reactants needed to synthesize it. The reactants are: C(OC(=O)[NH:7][C:8]1[S:9][C:10]2[CH:16]=[C:15]([CH:17]([C:19]3[CH:24]=[CH:23][C:22]([F:25])=[CH:21][CH:20]=3)O)[CH:14]=[C:13]([Br:26])[C:11]=2[N:12]=1)(C)(C)C.[SiH](CC)(CC)CC. (3) Given the product [N:26]([CH:6]1[C:7]2[C:3](=[C:2]([CH3:1])[CH:10]=[CH:9][CH:8]=2)[CH2:4][CH2:5]1)=[N+:27]=[N-:28], predict the reactants needed to synthesize it. The reactants are: [CH3:1][C:2]1[CH:10]=[CH:9][CH:8]=[C:7]2[C:3]=1[CH2:4][CH2:5][CH:6]2O.C1(P([N:26]=[N+:27]=[N-:28])(C2C=CC=CC=2)=O)C=CC=CC=1.N12CCCN=C1CCCCC2.O. (4) Given the product [Cl:18][C:19]1[CH:20]=[CH:21][C:22]([O:1][C:2]2[CH:3]=[C:4]([CH:8]([NH:10][C:11](=[O:17])[O:12][C:13]([CH3:16])([CH3:15])[CH3:14])[CH3:9])[CH:5]=[CH:6][CH:7]=2)=[C:23]([C:24]#[N:25])[CH:26]=1, predict the reactants needed to synthesize it. The reactants are: [OH:1][C:2]1[CH:3]=[C:4]([CH:8]([NH:10][C:11](=[O:17])[O:12][C:13]([CH3:16])([CH3:15])[CH3:14])[CH3:9])[CH:5]=[CH:6][CH:7]=1.[Cl:18][C:19]1[CH:20]=[CH:21][C:22](F)=[C:23]([CH:26]=1)[C:24]#[N:25].C(=O)([O-])[O-].[Cs+].[Cs+].